From a dataset of Reaction yield outcomes from USPTO patents with 853,638 reactions. Predict the reaction yield, written as a fraction of the theoretical maximum amount of product (1.0 means a 100% yield; for example, 0.34 means a 34% yield). (1) The reactants are [C:1]([C:3]1[C:7]([CH3:8])=[N:6][N:5]([CH3:9])[C:4]=1[NH:10][C:11](=O)[C:12]1[CH:17]=[CH:16][CH:15]=[CH:14][C:13]=1[F:18])#[N:2].[OH:20]O.Cl. The catalyst is [OH-].[Na+]. The product is [F:18][C:13]1[CH:14]=[CH:15][CH:16]=[CH:17][C:12]=1[C:11]1[NH:2][C:1](=[O:20])[C:3]2[C:7]([CH3:8])=[N:6][N:5]([CH3:9])[C:4]=2[N:10]=1. The yield is 0.670. (2) The reactants are Cl[CH2:2][C:3]1[CH:19]=[CH:18][C:6]([C:7]([NH:9][C:10]2[CH:15]=[CH:14][C:13]([C:16]#[N:17])=[CH:12][CH:11]=2)=[O:8])=[CH:5][CH:4]=1.[OH:20][C:21]1[C:26]([CH2:27][CH2:28][CH3:29])=[C:25]([OH:30])[CH:24]=[CH:23][C:22]=1[C:31](=[O:33])[CH3:32].C(=O)([O-])[O-].[K+].[K+].C(=O)([O-])[O-].[Cs+].[Cs+]. The catalyst is CN(C)C=O. The product is [C:31]([C:22]1[CH:23]=[CH:24][C:25]([O:30][CH2:2][C:3]2[CH:19]=[CH:18][C:6]([C:7]([NH:9][C:10]3[CH:15]=[CH:14][C:13]([C:16]#[N:17])=[CH:12][CH:11]=3)=[O:8])=[CH:5][CH:4]=2)=[C:26]([CH2:27][CH2:28][CH3:29])[C:21]=1[OH:20])(=[O:33])[CH3:32]. The yield is 0.520. (3) The yield is 0.865. The reactants are Cl[C:2]1[S:6][N:5]=[C:4]([C:7]2[CH:11]=[CH:10][S:9][CH:8]=2)[N:3]=1.[N:12]1([C:18]([O:20][C:21]([CH3:24])([CH3:23])[CH3:22])=[O:19])[CH2:17][CH2:16][NH:15][CH2:14][CH2:13]1.C(N(CC)CC)C.O. The product is [S:9]1[CH:10]=[CH:11][C:7]([C:4]2[N:3]=[C:2]([N:15]3[CH2:14][CH2:13][N:12]([C:18]([O:20][C:21]([CH3:24])([CH3:23])[CH3:22])=[O:19])[CH2:17][CH2:16]3)[S:6][N:5]=2)=[CH:8]1. The catalyst is CN(C)C=O. (4) The reactants are [Cl:1][C:2]1[CH:3]=[C:4]2[C:9](=[CH:10][C:11]=1[Cl:12])[N:8]=[C:7]([O:13][CH3:14])[C:6]([NH:15][C:16](=[O:20])OCC)=[N:5]2.[CH3:21][C:22]1[CH:23]=[C:24]([N:29]2[CH2:34][CH2:33][NH:32][CH2:31][CH2:30]2)[CH:25]=[C:26]([CH3:28])[CH:27]=1. No catalyst specified. The product is [Cl:1][C:2]1[CH:3]=[C:4]2[C:9](=[CH:10][C:11]=1[Cl:12])[N:8]=[C:7]([O:13][CH3:14])[C:6]([NH:15][C:16]([N:32]1[CH2:33][CH2:34][N:29]([C:24]3[CH:25]=[C:26]([CH3:28])[CH:27]=[C:22]([CH3:21])[CH:23]=3)[CH2:30][CH2:31]1)=[O:20])=[N:5]2. The yield is 0.550. (5) The reactants are [Cl:1][C:2]1[CH:11]=[C:10]2[C:5]([C:6](O)=[C:7]([S:12]([C:15]3[CH:20]=[CH:19][C:18]([Cl:21])=[CH:17][CH:16]=3)(=[O:14])=[O:13])[CH:8]=[N:9]2)=[CH:4][CH:3]=1.O(Br)[Br:24].[P+5].[OH-].[Na+]. The catalyst is C(Cl)(Cl)Cl.C(N(CC)CC)C.O. The product is [Br:24][C:6]1[C:5]2[C:10](=[CH:11][C:2]([Cl:1])=[CH:3][CH:4]=2)[N:9]=[CH:8][C:7]=1[S:12]([C:15]1[CH:20]=[CH:19][C:18]([Cl:21])=[CH:17][CH:16]=1)(=[O:14])=[O:13]. The yield is 0.770. (6) The reactants are Br[CH2:2][CH2:3][O:4][C:5](=[O:18])[C:6]([CH3:17])([C:8]1[CH:13]=[CH:12][CH:11]=[C:10]([N+:14]([O-:16])=[O:15])[CH:9]=1)[CH3:7].[I-].[Na+].[CH:21]([C:24]1[NH:25][CH:26]=[CH:27][N:28]=1)([CH3:23])[CH3:22].C(N(CC)CC)C. The catalyst is CN(C=O)C.O. The product is [CH:21]([C:24]1[N:25]([CH2:2][CH2:3][O:4][C:5](=[O:18])[C:6]([CH3:17])([C:8]2[CH:13]=[CH:12][CH:11]=[C:10]([N+:14]([O-:16])=[O:15])[CH:9]=2)[CH3:7])[CH:26]=[CH:27][N:28]=1)([CH3:23])[CH3:22]. The yield is 0.200. (7) The reactants are [C:1]([C:4]1[C:17]2[NH:16][C:15]3[C:10](=[CH:11][CH:12]=[CH:13][CH:14]=3)[C:9](=[O:18])[C:8]=2[CH:7]=[CH:6][CH:5]=1)([OH:3])=O.C(N(CC)C(C)C)(C)C.F[P-](F)(F)(F)(F)F.N1(OC(N(C)C)=[N+](C)C)C2C=CC=CC=2N=N1.[NH2:52][CH2:53][CH2:54][CH2:55][CH2:56][CH2:57][C:58]([OH:60])=[O:59].Cl. The catalyst is O.CO.CN(C)C=O. The product is [O:18]=[C:9]1[C:8]2[CH:7]=[CH:6][CH:5]=[C:4]([C:1]([NH:52][CH2:53][CH2:54][CH2:55][CH2:56][CH2:57][C:58]([OH:60])=[O:59])=[O:3])[C:17]=2[NH:16][C:15]2[C:10]1=[CH:11][CH:12]=[CH:13][CH:14]=2. The yield is 0.620. (8) The reactants are [N+:1](/[CH:4]=[CH:5]/[C:6]1[CH:11]=[CH:10][C:9]([O:12][C:13]2[CH:18]=[CH:17][CH:16]=[CH:15][CH:14]=2)=[CH:8][CH:7]=1)([O-:3])=[O:2].[BH4-].[Na+].O. The catalyst is CO. The product is [N+:1]([CH2:4][CH2:5][C:6]1[CH:11]=[CH:10][C:9]([O:12][C:13]2[CH:18]=[CH:17][CH:16]=[CH:15][CH:14]=2)=[CH:8][CH:7]=1)([O-:3])=[O:2]. The yield is 0.280. (9) The reactants are O[CH:2]([C:6]1[CH:11]=[CH:10][C:9]([CH:12]([CH3:14])[CH3:13])=[CH:8][CH:7]=1)[C:3]([OH:5])=[O:4].[CH3:15][C:16]1[CH:21]=[CH:20][C:19]([CH3:22])=[CH:18][C:17]=1O. The catalyst is CCCCCC.C(OCC)(=O)C. The product is [CH:12]([C:9]1[CH:10]=[CH:11][C:6]([CH:2]2[C:17]3[C:16]([CH3:15])=[CH:21][CH:20]=[C:19]([CH3:22])[C:18]=3[O:5][C:3]2=[O:4])=[CH:7][CH:8]=1)([CH3:14])[CH3:13]. The yield is 0.200.